Dataset: Forward reaction prediction with 1.9M reactions from USPTO patents (1976-2016). Task: Predict the product of the given reaction. (1) Given the reactants [C:1]([C:3]1([OH:12])[C:7]2=[N:8][CH:9]=[CH:10][CH:11]=[C:6]2C[CH2:4]1)#[CH:2].C(C1C=CC=CN=1)(=O)C, predict the reaction product. The product is: [N:8]1[CH:9]=[CH:10][CH:11]=[CH:6][C:7]=1[C:3]([OH:12])([C:1]#[CH:2])[CH3:4]. (2) Given the reactants [NH2:1][C:2]1[CH:12]=[CH:11][C:5]2[N:6]=[C:7]([C:9]#[N:10])[S:8][C:4]=2[CH:3]=1.[C:13]1(=[O:19])[O:18][C:16](=[O:17])[CH2:15][CH2:14]1, predict the reaction product. The product is: [C:9]([C:7]1[S:8][C:4]2[CH:3]=[C:2]([NH:1][C:13](=[O:19])[CH2:14][CH2:15][C:16]([OH:18])=[O:17])[CH:12]=[CH:11][C:5]=2[N:6]=1)#[N:10]. (3) Given the reactants [C:1]([NH:18][C@@H:19]([CH2:27][CH2:28][C:29]([O:31]CC1C=CC=CC=1)=[O:30])[C:20]([O:22][C:23]([CH3:26])([CH3:25])[CH3:24])=[O:21])(=[O:17])[CH2:2][CH2:3][CH2:4][CH2:5][CH2:6][CH2:7][CH2:8][CH2:9][CH2:10][CH2:11][CH2:12][CH2:13][CH2:14][CH2:15][CH3:16].C1COCC1, predict the reaction product. The product is: [C:23]([O:22][C:20](=[O:21])[C@@H:19]([NH:18][C:1](=[O:17])[CH2:2][CH2:3][CH2:4][CH2:5][CH2:6][CH2:7][CH2:8][CH2:9][CH2:10][CH2:11][CH2:12][CH2:13][CH2:14][CH2:15][CH3:16])[CH2:27][CH2:28][C:29]([OH:31])=[O:30])([CH3:24])([CH3:25])[CH3:26]. (4) Given the reactants [CH3:1][O:2][C:3]1[CH:8]=[CH:7][C:6]([C:9]2[N:10]=[C:11]([C:22]3([CH3:28])[CH2:27][CH2:26][NH:25][CH2:24][CH2:23]3)[S:12][C:13]=2[C:14]2[CH:19]=[CH:18][C:17]([O:20][CH3:21])=[CH:16][CH:15]=2)=[CH:5][CH:4]=1.ClC(Cl)(O[C:33](=[O:39])OC(Cl)(Cl)Cl)Cl.C(N(CC)CC)C.Cl.[CH3:49][NH:50][OH:51], predict the reaction product. The product is: [CH3:1][O:2][C:3]1[CH:8]=[CH:7][C:6]([C:9]2[N:10]=[C:11]([C:22]3([CH3:28])[CH2:27][CH2:26][N:25]([C:33](=[O:39])[N:50]([OH:51])[CH3:49])[CH2:24][CH2:23]3)[S:12][C:13]=2[C:14]2[CH:19]=[CH:18][C:17]([O:20][CH3:21])=[CH:16][CH:15]=2)=[CH:5][CH:4]=1. (5) Given the reactants [NH2:1][C:2]1[N:3]=[CH:4][S:5][C:6]=1[C:7]([NH:9][C:10]1[CH:23]=[CH:22][C:13]2[O:14][C:15]([F:21])([F:20])[C:16]([F:19])([F:18])[O:17][C:12]=2[CH:11]=1)=[O:8].NC1N=CS[C:29]=1[C:30]([NH:32]C1C=CC2OC(F)(F)OC=2C=1)=[O:31].CS(O[CH2:49][C:50]1[CH:55]=[CH:54][N:53]=[C:52](C(NC)=O)[CH:51]=1)(=O)=O, predict the reaction product. The product is: [C:30]([NH:32][C:52]1[CH:51]=[C:50]([CH2:49][NH:1][C:2]2[N:3]=[CH:4][S:5][C:6]=2[C:7]([NH:9][C:10]2[CH:23]=[CH:22][C:13]3[O:14][C:15]([F:21])([F:20])[C:16]([F:18])([F:19])[O:17][C:12]=3[CH:11]=2)=[O:8])[CH:55]=[CH:54][N:53]=1)(=[O:31])[CH3:29].